This data is from Forward reaction prediction with 1.9M reactions from USPTO patents (1976-2016). The task is: Predict the product of the given reaction. (1) Given the reactants [CH2:1]([O:8][C:9]1[CH:14]=[CH:13][N:12]=[C:11](Cl)[CH:10]=1)[C:2]1[CH:7]=[CH:6][CH:5]=[CH:4][CH:3]=1.CC(C1C=C(C(C)C)C(C2C=CC=CC=2P(C2CCCCC2)C2CCCCC2)=C(C(C)C)C=1)C.[Li+].C[Si]([N-:55][Si](C)(C)C)(C)C, predict the reaction product. The product is: [CH2:1]([O:8][C:9]1[CH:14]=[CH:13][N:12]=[C:11]([NH2:55])[CH:10]=1)[C:2]1[CH:7]=[CH:6][CH:5]=[CH:4][CH:3]=1. (2) Given the reactants [ClH:1].[CH2:2]([C:7]1[N:8]=[C:9]([NH2:12])[NH:10][CH:11]=1)[CH2:3][CH2:4][C:5]#[CH:6].[N:13]([CH2:16][CH2:17][C:18]1[CH:22]=[CH:21][S:20][CH:19]=1)=[N+:14]=[N-:15], predict the reaction product. The product is: [ClH:1].[S:20]1[CH:21]=[CH:22][C:18]([CH2:17][CH2:16][N:13]2[CH:6]=[C:5]([CH2:4][CH2:3][CH2:2][C:7]3[N:8]=[C:9]([NH2:12])[NH:10][CH:11]=3)[N:15]=[N:14]2)=[CH:19]1. (3) Given the reactants Cl[C:2]1[N:11]=[C:10]([NH:12][CH2:13][CH:14]([C:21]2[CH:26]=[CH:25][CH:24]=[CH:23][CH:22]=2)[C:15]2[CH:20]=[CH:19][CH:18]=[CH:17][CH:16]=2)[C:9]2[C:4](=[CH:5][CH:6]=[CH:7][CH:8]=2)[N:3]=1.[N:27]1([C:33]2[N:38]=[CH:37][C:36](B(O)O)=[CH:35][N:34]=2)[CH2:32][CH2:31][CH2:30][CH2:29][CH2:28]1.C(NC1C2C(=CC=CC=2)N=C(C2SC3C=CC=CC=3C=2)N=1)(C1C=CC=CC=1)C1C=CC=CC=1, predict the reaction product. The product is: [C:15]1([CH:14]([C:21]2[CH:26]=[CH:25][CH:24]=[CH:23][CH:22]=2)[CH2:13][NH:12][C:10]2[C:9]3[C:4](=[CH:5][CH:6]=[CH:7][CH:8]=3)[N:3]=[C:2]([C:36]3[CH:37]=[N:38][C:33]([N:27]4[CH2:28][CH2:29][CH2:30][CH2:31][CH2:32]4)=[N:34][CH:35]=3)[N:11]=2)[CH:20]=[CH:19][CH:18]=[CH:17][CH:16]=1. (4) Given the reactants N[C:2]1[S:3][C:4]2[C:9]([NH:10][CH:11]([CH2:14][O:15][CH3:16])[CH2:12][OH:13])=[N:8][C:7]([S:17][CH2:18][C:19]3[CH:24]=[CH:23][CH:22]=[C:21]([F:25])[C:20]=3[F:26])=[N:6][C:5]=2[N:27]=1.[ClH:28].N([O-])=O.[Na+], predict the reaction product. The product is: [Cl:28][C:2]1[S:3][C:4]2[C:9]([NH:10][CH:11]([CH2:14][O:15][CH3:16])[CH2:12][OH:13])=[N:8][C:7]([S:17][CH2:18][C:19]3[CH:24]=[CH:23][CH:22]=[C:21]([F:25])[C:20]=3[F:26])=[N:6][C:5]=2[N:27]=1. (5) Given the reactants [NH2:1][C:2]1[N:3]=[C:4]([Cl:30])[C:5]2=[C:6]([N:8]([CH2:22][C:23]3[CH:24]=[N:25][N:26]([CH3:29])[C:27]=3[CH3:28])[C:9](=[O:21])/[C:10]/2=[CH:11]\[C:12]2[NH:16][CH:15]=[C:14]([C:17](O)=[O:18])[C:13]=2[CH3:20])[N:7]=1.F[P-](F)(F)(F)(F)F.N1(O[P+](N(C)C)(N(C)C)N(C)C)C2C=CC=CC=2N=N1.CCN(C(C)C)C(C)C.[CH2:67]([N:69]([CH2:73][CH3:74])[CH2:70][CH2:71][NH2:72])[CH3:68], predict the reaction product. The product is: [NH2:1][C:2]1[N:3]=[C:4]([Cl:30])[C:5]2=[C:6]([N:8]([CH2:22][C:23]3[CH:24]=[N:25][N:26]([CH3:29])[C:27]=3[CH3:28])[C:9](=[O:21])/[C:10]/2=[CH:11]\[C:12]2[NH:16][CH:15]=[C:14]([C:17]([NH:72][CH2:71][CH2:70][N:69]([CH2:73][CH3:74])[CH2:67][CH3:68])=[O:18])[C:13]=2[CH3:20])[N:7]=1. (6) Given the reactants [Br:1][C:2]1[CH:20]=[CH:19][C:5]2[N:6]([C:10]3[S:11][C:12]([C:16]([OH:18])=O)=[C:13]([CH3:15])[N:14]=3)[CH2:7][CH2:8][O:9][C:4]=2[CH:3]=1.O.O[N:23]1[C:27]2C=CC=CC=2N=N1.CCN(C(C)C)C(C)C.C(Cl)CCl.CN, predict the reaction product. The product is: [Br:1][C:2]1[CH:20]=[CH:19][C:5]2[N:6]([C:10]3[S:11][C:12]([C:16]([NH:23][CH3:27])=[O:18])=[C:13]([CH3:15])[N:14]=3)[CH2:7][CH2:8][O:9][C:4]=2[CH:3]=1. (7) Given the reactants [F:1][C:2]([F:7])([F:6])[C:3]([OH:5])=[O:4].[F:8][C:9]([F:14])([F:13])[C:10]([OH:12])=[O:11].[NH:15]1[CH2:18][CH:17]([N:19]2[CH:23]=[CH:22][C:21]([C:24]3[N:36]([CH2:37][C:38]4[CH:43]=[CH:42][CH:41]=[C:40]([Cl:44])[CH:39]=4)[C:27]4[CH:28]=[CH:29][C:30]5[N:31]([C:32]([CH3:35])=[N:33][N:34]=5)[C:26]=4[CH:25]=3)=[N:20]2)[CH2:16]1.[CH2:45](N(CC)CC)[CH3:46].C(=O)C.C(O[BH-](OC(=O)C)OC(=O)C)(=O)C.[Na+], predict the reaction product. The product is: [F:1][C:2]([F:7])([F:6])[C:3]([OH:5])=[O:4].[F:8][C:9]([F:14])([F:13])[C:10]([OH:12])=[O:11].[Cl:44][C:40]1[CH:39]=[C:38]([CH:43]=[CH:42][CH:41]=1)[CH2:37][N:36]1[C:27]2[CH:28]=[CH:29][C:30]3[N:31]([C:32]([CH3:35])=[N:33][N:34]=3)[C:26]=2[CH:25]=[C:24]1[C:21]1[CH:22]=[CH:23][N:19]([CH:17]2[CH2:16][N:15]([CH2:45][CH3:46])[CH2:18]2)[N:20]=1.